Predict the reaction yield, written as a fraction of the theoretical maximum amount of product (1.0 means a 100% yield; for example, 0.34 means a 34% yield). From a dataset of Reaction yield outcomes from USPTO patents with 853,638 reactions. The reactants are [Cl:1][C:2]1[C:3]([C:29](=[O:39])[N:30]([CH2:35][CH2:36][CH2:37][CH3:38])[CH2:31][CH2:32][CH2:33][CH3:34])=[N:4][N:5]([C:8]2[CH:23]=[CH:22][C:11]([C:12]([O:14]CC3C=CC=CC=3)=[O:13])=[CH:10][C:9]=2[C:24]([O:26][CH2:27][CH3:28])=[O:25])[C:6]=1[CH3:7]. The catalyst is CO.[Pd]. The product is [Cl:1][C:2]1[C:3]([C:29](=[O:39])[N:30]([CH2:35][CH2:36][CH2:37][CH3:38])[CH2:31][CH2:32][CH2:33][CH3:34])=[N:4][N:5]([C:8]2[CH:23]=[CH:22][C:11]([C:12]([OH:14])=[O:13])=[CH:10][C:9]=2[C:24]([O:26][CH2:27][CH3:28])=[O:25])[C:6]=1[CH3:7]. The yield is 0.850.